From a dataset of Full USPTO retrosynthesis dataset with 1.9M reactions from patents (1976-2016). Predict the reactants needed to synthesize the given product. (1) Given the product [CH3:26][O:25][C:21](=[O:24])[CH:22]([Cl:20])[CH2:23][C:13]1[CH:18]=[CH:17][C:16]([CH3:19])=[CH:15][CH:14]=1, predict the reactants needed to synthesize it. The reactants are: N([O-])=O.[Na+].CC(C)=O.C(=O)=O.N[C:13]1[CH:18]=[CH:17][C:16]([CH3:19])=[CH:15][CH:14]=1.[ClH:20].[C:21]([O:25][CH3:26])(=[O:24])[CH:22]=[CH2:23]. (2) Given the product [CH3:18][N:1]1[CH2:6][CH2:5][CH:4]([C:7]2[CH:15]=[CH:14][C:10]([C:11]([OH:13])=[O:12])=[CH:9][CH:8]=2)[CH2:3][CH2:2]1, predict the reactants needed to synthesize it. The reactants are: [NH:1]1[CH2:6][CH2:5][CH:4]([C:7]2[CH:15]=[CH:14][C:10]([C:11]([OH:13])=[O:12])=[CH:9][CH:8]=2)[CH2:3][CH2:2]1.C=O.[C:18]([BH3-])#N.[Na+].C(O)(=O)C. (3) Given the product [CH2:1]([O:8][C:9]([N:11]([C:16]1[C:25]2[C:20](=[CH:21][CH:22]=[C:23]([C:26]([F:29])([F:28])[F:27])[CH:24]=2)[N:19]=[CH:18][CH:17]=1)[CH2:12][C:13]([NH:41][CH:42]1[CH2:43][N:44]([C:46]([O:48][C:49]([CH3:52])([CH3:51])[CH3:50])=[O:47])[CH2:45]1)=[O:15])=[O:10])[C:2]1[CH:3]=[CH:4][CH:5]=[CH:6][CH:7]=1, predict the reactants needed to synthesize it. The reactants are: [CH2:1]([O:8][C:9]([N:11]([C:16]1[C:25]2[C:20](=[CH:21][CH:22]=[C:23]([C:26]([F:29])([F:28])[F:27])[CH:24]=2)[N:19]=[CH:18][CH:17]=1)[CH2:12][C:13]([OH:15])=O)=[O:10])[C:2]1[CH:7]=[CH:6][CH:5]=[CH:4][CH:3]=1.CCN=C=NCCCN(C)C.[NH2:41][CH:42]1[CH2:45][N:44]([C:46]([O:48][C:49]([CH3:52])([CH3:51])[CH3:50])=[O:47])[CH2:43]1.C1C=CC2N(O)N=NC=2C=1.C(=O)(O)[O-].[Na+].